Dataset: Experimental lipophilicity measurements (octanol/water distribution) for 4,200 compounds from AstraZeneca. Task: Regression/Classification. Given a drug SMILES string, predict its absorption, distribution, metabolism, or excretion properties. Task type varies by dataset: regression for continuous measurements (e.g., permeability, clearance, half-life) or binary classification for categorical outcomes (e.g., BBB penetration, CYP inhibition). For this dataset (lipophilicity_astrazeneca), we predict Y. (1) The drug is COc1ccc(CCN(C)CCCC(C#N)(c2ccc(OC)c(OC)c2)C(C)C)cc1OC. The Y is 2.61 logD. (2) The molecule is CCOC(=O)Nc1ccc2c(c1)N(C(=O)CCN1CCOCC1)c1ccccc1S2. The Y is 3.10 logD. (3) The compound is Cc1ncc(-c2nc(Nc3ccc(N4CCOCC4)cc3)ncc2F)n1C(C)C. The Y is 3.01 logD. (4) The compound is C[C@H]1CN(Cc2cc(Cl)ccc2CCC(=O)O)CCN1C(=O)Cc1ccccc1. The Y is 1.52 logD. (5) The compound is C=CC(=O)Nc1ccc2ncnc(Nc3cccc(C)c3)c2c1. The Y is 3.70 logD. (6) The compound is C[C@H](Nc1ncc(F)c(Nc2cc(C3CC3)[nH]n2)n1)c1ccc(F)cn1. The Y is 3.14 logD. (7) The molecule is COc1cc(Cc2cnc(N)nc2N)cc(OC)c1OC. The Y is 0.630 logD. (8) The drug is CC(=O)Nc1ccc2c(c1)N(c1cc(NC3CC3)n3ncc(C#N)c3n1)CC2. The Y is 3.30 logD. (9) The drug is C[C@@H]1COCCN1c1cc(C2(S(C)(=O)=O)CC2)nc(-c2cccc3[nH]ccc23)n1. The Y is 2.70 logD.